Dataset: HIV replication inhibition screening data with 41,000+ compounds from the AIDS Antiviral Screen. Task: Binary Classification. Given a drug SMILES string, predict its activity (active/inactive) in a high-throughput screening assay against a specified biological target. (1) The compound is CCCCCCCCCCCCCCCC(=O)NCC(COP(=O)([O-])OCC[N+](C)(C)C)OC. The result is 0 (inactive). (2) The drug is O=c1c(F)cn2c(=O)n1CCCCCCCn1c(=O)c(F)cn(c1=O)CCCCCCC2. The result is 0 (inactive). (3) The compound is OC1C2C3CCC(C3)C2C(O)C2C3CCC(C3)C12. The result is 0 (inactive). (4) The drug is CCOC(=O)C(NC(=O)Nc1ccc(C)cc1)(OCC)C(F)(F)F. The result is 0 (inactive). (5) The molecule is O=C(O)Cc1cccc2c(=O)c3cccc([N+](=O)[O-])c3oc12.[NaH]. The result is 0 (inactive). (6) The drug is CC(C)(C)C1CCC2(CC1)CCN(CCCN1CCOCC1)CC2. The result is 0 (inactive). (7) The molecule is COc1cccc(C=C2C(=O)OC(C)(C)OC2=O)c1. The result is 0 (inactive). (8) The molecule is Clc1ccc(SC(C=CNNC2=NC(c3ccccc3)C(c3ccccc3)=NN2)c2ccccc2)cc1. The result is 0 (inactive). (9) The molecule is COC(=O)CCCC=C(c1cc(Br)c(OC)c(C(=O)OC)c1)c1cc(Br)c(OC)c(C(=O)OC)c1. The result is 1 (active). (10) The compound is CC1C(=O)C2C1CS2(=O)=O. The result is 0 (inactive).